Dataset: Merck oncology drug combination screen with 23,052 pairs across 39 cell lines. Task: Regression. Given two drug SMILES strings and cell line genomic features, predict the synergy score measuring deviation from expected non-interaction effect. (1) Drug 1: Nc1ccn(C2OC(CO)C(O)C2(F)F)c(=O)n1. Drug 2: COC1=C2CC(C)CC(OC)C(O)C(C)C=C(C)C(OC(N)=O)C(OC)C=CC=C(C)C(=O)NC(=CC1=O)C2=O. Cell line: MSTO. Synergy scores: synergy=-19.5. (2) Drug 1: O=P1(N(CCCl)CCCl)NCCCO1. Drug 2: CNC(=O)c1cc(Oc2ccc(NC(=O)Nc3ccc(Cl)c(C(F)(F)F)c3)cc2)ccn1. Cell line: SKOV3. Synergy scores: synergy=15.5. (3) Drug 1: O=c1[nH]cc(F)c(=O)[nH]1. Drug 2: CNC(=O)c1cc(Oc2ccc(NC(=O)Nc3ccc(Cl)c(C(F)(F)F)c3)cc2)ccn1. Cell line: HT29. Synergy scores: synergy=-3.55.